Predict which catalyst facilitates the given reaction. From a dataset of Catalyst prediction with 721,799 reactions and 888 catalyst types from USPTO. (1) Reactant: [Br:1][C:2]1[CH:7]=[CH:6][C:5]([Br:8])=[CH:4][C:3]=1[S:9]([NH:12][C@H:13]1[CH2:17][N:16]([C:18]([O:20][C:21]([CH3:24])([CH3:23])[CH3:22])=[O:19])[C@@H:15]([CH2:25][OH:26])[CH2:14]1)(=[O:11])=[O:10].CCN(CC)CC.[N:34]([CH2:37][C:38]1[CH:43]=[CH:42][CH:41]=[CH:40][CH:39]=1)=[C:35]=[O:36]. Product: [Br:1][C:2]1[CH:7]=[CH:6][C:5]([Br:8])=[CH:4][C:3]=1[S:9]([NH:12][C@H:13]1[CH2:17][N:16]([C:18]([O:20][C:21]([CH3:22])([CH3:23])[CH3:24])=[O:19])[C@@H:15]([CH2:25][O:26][C:35]([NH:34][CH2:37][C:38]2[CH:43]=[CH:42][CH:41]=[CH:40][CH:39]=2)=[O:36])[CH2:14]1)(=[O:10])=[O:11]. The catalyst class is: 2. (2) The catalyst class is: 3. Product: [N:1]1([C:25]2[C:26]([C:31]#[N:32])=[N:27][CH:28]=[CH:29][CH:30]=2)[CH:5]=[N:4][N:3]=[N:2]1. Reactant: [NH:1]1[CH:5]=[N:4][N:3]=[N:2]1.[OH-].C([N+](CCCC)(CCCC)CCCC)CCC.F[C:25]1[C:26]([C:31]#[N:32])=[N:27][CH:28]=[CH:29][CH:30]=1. (3) Reactant: [F:1][C:2]1[CH:10]=[C:9]2[C:5]([C:6]([C:11]3[CH:26]=[CH:25][C:14]4[N:15]=[C:16]([CH2:18][NH:19][S:20]([CH:23]=[CH2:24])(=[O:22])=[O:21])[O:17][C:13]=4[CH:12]=3)=[CH:7][NH:8]2)=[CH:4][CH:3]=1.[NH:27]1[CH2:32][CH2:31][O:30][CH2:29][CH2:28]1. Product: [F:1][C:2]1[CH:10]=[C:9]2[C:5]([C:6]([C:11]3[CH:26]=[CH:25][C:14]4[N:15]=[C:16]([CH2:18][NH:19][S:20]([CH2:23][CH2:24][N:27]5[CH2:32][CH2:31][O:30][CH2:29][CH2:28]5)(=[O:22])=[O:21])[O:17][C:13]=4[CH:12]=3)=[CH:7][NH:8]2)=[CH:4][CH:3]=1. The catalyst class is: 144. (4) Reactant: [C:1]([C:3]1[CH:8]=[CH:7][C:6]([N:9]2[C:13](=[O:14])[C:12]([CH3:16])([CH3:15])[N:11]([C:17]3[CH:28]=[CH:27][C:20]([O:21][CH2:22][C:23]([O:25]C)=O)=[C:19]([F:29])[CH:18]=3)[C:10]2=[S:30])=[CH:5][C:4]=1[C:31]([F:34])([F:33])[F:32])#[N:2].[CH3:35][NH2:36]. Product: [C:1]([C:3]1[CH:8]=[CH:7][C:6]([N:9]2[C:13](=[O:14])[C:12]([CH3:16])([CH3:15])[N:11]([C:17]3[CH:28]=[CH:27][C:20]([O:21][CH2:22][C:23]([NH:36][CH3:35])=[O:25])=[C:19]([F:29])[CH:18]=3)[C:10]2=[S:30])=[CH:5][C:4]=1[C:31]([F:33])([F:32])[F:34])#[N:2]. The catalyst class is: 7.